Task: Regression. Given two drug SMILES strings and cell line genomic features, predict the synergy score measuring deviation from expected non-interaction effect.. Dataset: NCI-60 drug combinations with 297,098 pairs across 59 cell lines (1) Drug 1: C1=CN(C=N1)CC(O)(P(=O)(O)O)P(=O)(O)O. Drug 2: CN(CCCl)CCCl.Cl. Cell line: SK-OV-3. Synergy scores: CSS=-9.04, Synergy_ZIP=12.4, Synergy_Bliss=17.3, Synergy_Loewe=-7.75, Synergy_HSA=-3.12. (2) Drug 1: CCCCCOC(=O)NC1=NC(=O)N(C=C1F)C2C(C(C(O2)C)O)O. Drug 2: CC1C(C(CC(O1)OC2CC(CC3=C2C(=C4C(=C3O)C(=O)C5=C(C4=O)C(=CC=C5)OC)O)(C(=O)CO)O)N)O.Cl. Cell line: KM12. Synergy scores: CSS=20.5, Synergy_ZIP=-0.311, Synergy_Bliss=-1.58, Synergy_Loewe=-31.3, Synergy_HSA=-2.58. (3) Drug 1: CC(CN1CC(=O)NC(=O)C1)N2CC(=O)NC(=O)C2. Drug 2: C1CN(P(=O)(OC1)NCCCl)CCCl. Cell line: UACC62. Synergy scores: CSS=14.1, Synergy_ZIP=-2.95, Synergy_Bliss=-0.469, Synergy_Loewe=-5.20, Synergy_HSA=-0.227. (4) Drug 1: C1=C(C(=O)NC(=O)N1)F. Drug 2: CN(C(=O)NC(C=O)C(C(C(CO)O)O)O)N=O. Cell line: EKVX. Synergy scores: CSS=24.3, Synergy_ZIP=5.59, Synergy_Bliss=-2.28, Synergy_Loewe=-7.04, Synergy_HSA=-0.967. (5) Synergy scores: CSS=42.5, Synergy_ZIP=-6.62, Synergy_Bliss=-5.37, Synergy_Loewe=-1.51, Synergy_HSA=0.0825. Drug 1: C1=C(C(=O)NC(=O)N1)F. Drug 2: C1=NC2=C(N=C(N=C2N1C3C(C(C(O3)CO)O)F)Cl)N. Cell line: UO-31.